Dataset: Catalyst prediction with 721,799 reactions and 888 catalyst types from USPTO. Task: Predict which catalyst facilitates the given reaction. (1) Reactant: CC(C)([O-])C.[Na+].Cl[C:8]1[C:13]([CH2:14][NH:15][CH2:16][CH:17]([C:19]2[CH:24]=[CH:23][C:22]([CH3:25])=[CH:21][N:20]=2)[OH:18])=[CH:12][CH:11]=[C:10]([Cl:26])[N:9]=1.O. Product: [NH3:9].[Cl:26][C:10]1[CH:11]=[CH:12][C:13]2[CH2:14][NH:15][CH2:16][CH:17]([C:19]3[CH:24]=[CH:23][C:22]([CH3:25])=[CH:21][N:20]=3)[O:18][C:8]=2[N:9]=1. The catalyst class is: 1. (2) Reactant: C([O:4][C:5]1[CH:33]=[CH:32][C:8]([CH2:9][N:10]2[CH2:14][CH:13]([CH2:15][CH2:16][CH2:17][CH3:18])[CH:12]([CH2:19][N:20]([O:23][CH2:24][C:25]3[CH:30]=[CH:29][CH:28]=[CH:27][CH:26]=3)[CH:21]=[O:22])[C:11]2=[O:31])=[CH:7][CH:6]=1)C=C.N1CCOCC1.O. Product: [CH2:24]([O:23][N:20]([CH2:19][CH:12]1[CH:13]([CH2:15][CH2:16][CH2:17][CH3:18])[CH2:14][N:10]([CH2:9][C:8]2[CH:32]=[CH:33][C:5]([OH:4])=[CH:6][CH:7]=2)[C:11]1=[O:31])[CH:21]=[O:22])[C:25]1[CH:30]=[CH:29][CH:28]=[CH:27][CH:26]=1. The catalyst class is: 668. (3) Reactant: C([O:3][C:4]([C:6]1[NH:7][CH:8]=[C:9]2[CH:18]([C:19]3[O:20][C:21]([S:24][C:25]4[NH:29][C:28]5[CH:30]=[CH:31][CH:32]=[CH:33][C:27]=5[N:26]=4)=[CH:22][CH:23]=3)[C:17]3[C:16](=[O:34])[CH2:15][C:14]([CH3:36])([CH3:35])[CH2:13][C:12]=3[NH:11][C:10]=12)=[O:5])C.[OH-].[Na+]. Product: [NH:26]1[C:27]2[CH:33]=[CH:32][CH:31]=[CH:30][C:28]=2[N:29]=[C:25]1[S:24][C:21]1[O:20][C:19]([CH:18]2[C:17]3[C:16](=[O:34])[CH2:15][C:14]([CH3:36])([CH3:35])[CH2:13][C:12]=3[NH:11][C:10]3=[C:6]([C:4]([OH:5])=[O:3])[NH:7][CH:8]=[C:9]23)=[CH:23][CH:22]=1. The catalyst class is: 40. (4) Product: [NH2:1][CH:4]1[CH2:9][CH2:8][C:7]([C:10]2[N:15]=[C:14]([C:16]3[O:20][C:19]([C:21]4[CH:22]=[CH:23][C:24]([CH2:27][N:28]([CH3:36])[C:29](=[O:35])[O:30][C:31]([CH3:32])([CH3:33])[CH3:34])=[CH:25][CH:26]=4)=[N:18][N:17]=3)[C:13]([NH:37][C:38]([O:40][C:41]([CH3:44])([CH3:43])[CH3:42])=[O:39])=[N:12][CH:11]=2)=[CH:6][CH2:5]1. The catalyst class is: 1. Reactant: [N:1]([CH:4]1[CH2:9][CH2:8][C:7]([C:10]2[N:15]=[C:14]([C:16]3[O:20][C:19]([C:21]4[CH:26]=[CH:25][C:24]([CH2:27][N:28]([CH3:36])[C:29](=[O:35])[O:30][C:31]([CH3:34])([CH3:33])[CH3:32])=[CH:23][CH:22]=4)=[N:18][N:17]=3)[C:13]([NH:37][C:38]([O:40][C:41]([CH3:44])([CH3:43])[CH3:42])=[O:39])=[N:12][CH:11]=2)=[CH:6][CH2:5]1)=[N+]=[N-].C1(P(C2C=CC=CC=2)C2C=CC=CC=2)C=CC=CC=1.O. (5) Reactant: [H-].[Na+].[CH3:3][C@H:4]([OH:8])[CH2:5][CH:6]=[CH2:7].[CH2:9](Br)[CH:10]=[CH2:11]. Product: [CH2:11]([O:8][C@@H:4]([CH3:3])[CH2:5][CH:6]=[CH2:7])[CH:10]=[CH2:9]. The catalyst class is: 9. (6) Reactant: C(=O)([O-])O.[Na+].Br.[C:7]([O:13][CH2:14][N:15]1[C:24](=[O:25])[C:23]2[C:18](=[CH:19][C:20]([CH3:28])=[C:21]([CH2:26]Br)[CH:22]=2)[N:17]=[C:16]1[CH3:29])(=[O:12])[C:8]([CH3:11])([CH3:10])[CH3:9].[F:30][C:31]1[CH:43]=[C:42]([NH:44][CH2:45][C:46]#[CH:47])[CH:41]=[CH:40][C:32]=1[C:33]([O:35][C:36]([CH3:39])([CH3:38])[CH3:37])=[O:34].N1C(C)=CC=CC=1C.Cl. Product: [CH3:9][C:8]([CH3:11])([CH3:10])[C:7]([O:13][CH2:14][N:15]1[C:24](=[O:25])[C:23]2[C:18](=[CH:19][C:20]([CH3:28])=[C:21]([CH2:26][N:44]([CH2:45][C:46]#[CH:47])[C:42]3[CH:41]=[CH:40][C:32]([C:33]([O:35][C:36]([CH3:38])([CH3:39])[CH3:37])=[O:34])=[C:31]([F:30])[CH:43]=3)[CH:22]=2)[N:17]=[C:16]1[CH3:29])=[O:12]. The catalyst class is: 226. (7) The catalyst class is: 19. Reactant: [N+:1]([C:4]1[CH:5]=[C:6]([CH:10]=[C:11]([C:13]([F:16])([F:15])[F:14])[CH:12]=1)[C:7]([OH:9])=[O:8])([O-])=O. Product: [NH2:1][C:4]1[CH:5]=[C:6]([CH:10]=[C:11]([C:13]([F:14])([F:15])[F:16])[CH:12]=1)[C:7]([OH:9])=[O:8]. (8) Reactant: [F:1][C:2]1[CH:3]=[C:4]([C@@H:9]2[CH2:13][N:12]([C:14]3[CH:15]=[N:16][N:17]([CH2:19][C:20]4[CH:25]=[CH:24][C:23]([O:26][CH3:27])=[CH:22][CH:21]=4)[CH:18]=3)[CH2:11][C@H:10]2[NH:28]C(=O)OC(C)(C)C)[CH:5]=[CH:6][C:7]=1[F:8].[ClH:36]. Product: [ClH:36].[ClH:36].[F:1][C:2]1[CH:3]=[C:4]([C@@H:9]2[CH2:13][N:12]([C:14]3[CH:15]=[N:16][N:17]([CH2:19][C:20]4[CH:25]=[CH:24][C:23]([O:26][CH3:27])=[CH:22][CH:21]=4)[CH:18]=3)[CH2:11][C@H:10]2[NH2:28])[CH:5]=[CH:6][C:7]=1[F:8]. The catalyst class is: 14. (9) Reactant: [CH3:1][O:2][C:3](=[O:15])[C:4](=O)[CH:5]=[CH:6][C:7]1[CH:8]=[N:9][C:10]([Br:13])=[CH:11][CH:12]=1.Cl.[Cl:17][C:18]1[CH:23]=[CH:22][CH:21]=[CH:20][C:19]=1[NH:24][NH2:25]. Product: [CH3:1][O:2][C:3]([C:4]1[CH2:5][CH:6]([C:7]2[CH:8]=[N:9][C:10]([Br:13])=[CH:11][CH:12]=2)[N:24]([C:19]2[CH:20]=[CH:21][CH:22]=[CH:23][C:18]=2[Cl:17])[N:25]=1)=[O:15]. The catalyst class is: 15.